From a dataset of Peptide-MHC class II binding affinity with 134,281 pairs from IEDB. Regression. Given a peptide amino acid sequence and an MHC pseudo amino acid sequence, predict their binding affinity value. This is MHC class II binding data. The peptide sequence is KGSKIFNTRRNTLLF. The MHC is DRB1_0101 with pseudo-sequence DRB1_0101. The binding affinity (normalized) is 0.754.